Dataset: Experimentally validated miRNA-target interactions with 360,000+ pairs, plus equal number of negative samples. Task: Binary Classification. Given a miRNA mature sequence and a target amino acid sequence, predict their likelihood of interaction. (1) The miRNA is hsa-miR-3156-5p with sequence AAAGAUCUGGAAGUGGGAGACA. The protein sequence of the target gene is MPCCSHRRCREDPGTSESQEMDPVAFDDVAVNFTQEEWALLDISQRKLYKEVMLETFRNLTSVGKSWKDQNIEYEYQNPRRNFRSLIEKKVNEIKDDSHCGETFTQVPDDRLNFQEKKASPEIKSCDSFVCGEVGLGNSSFNMNIRGDIGHKAYEYQEYGPKPCKCQQPKKAFRYHPSFRTPQRDHTGEKPYACKECGKTFISHSSIQRHVVMHSGDGPYKCKFCGKAFHCLSLYLIHERIHTGEKPYECKQCGKSFSYSATLRIHERTHTGEKPYECQQCGKAFHSPRCYRRHERIHTG.... Result: 0 (no interaction). (2) The miRNA is mmu-miR-1949 with sequence CUAUACCAGGAUGUCAGCAUAGUU. The protein sequence of the target gene is MQRPGPFSTLYGRVLAPLPGRAGGAASGGGGNSWDLPGSHVRLPGRAQSGTRGGAGNTSTSCGDSNSICPAPSTMSKAEEAKKLAGRAAVENHVRNNQVLGIGSGSTIVHAVQRIAERVKQENLNLVCIPTSFQARQLILQYGLTLSDLDRHPEIDLAIDGADEVDADLNLIKGGGGCLTQEKIVAGYASRFIVIADFRKDSKNLGDQWHKGIPIEVIPMAYVPVSRAVSQKFGGVVELRMAVNKAGPVVTDNGNFILDWKFDRVHKWSEVNTAIKMIPGVVDTGLFINMAERVYFGMQD.... Result: 0 (no interaction). (3) The miRNA is mmu-miR-466o-3p with sequence UACAUACAUGCACACAUAAGAC. The protein sequence of the target gene is MASQQAPAKDLQTNNLEFTPSHSSGVQWVEDISNSPSAQLNFSPSNNGCWATQELQSLWKMFNSWLQPEKQTKEQMISQLVLEQFLLIGHCKDKYALTEKWKASGSDMRRFMESLTDECLKPPVMVHVSMQGQEALFSENMPLKEVIKLLKQQQSATRPTPDNEQMPVDTTQDRLLATGQENSENECNNSCNATEANVGESCSGNEMDSLLIIQKEQYPEHEEGNVVFQFPLDARRASQGNSSHHVDFRSAPTPADVPMEEQPKDLSRENISEDKNNCYNTSRNAATQVYRSDNIPRKKT.... Result: 1 (interaction). (4) Result: 1 (interaction). The miRNA is hsa-miR-6077 with sequence GGGAAGAGCUGUACGGCCUUC. The protein sequence of the target gene is MAAVSLRLGDLVWGKLGRYPPWPGKIVNPPKDLKKPRGKKCFFVKFFGTEDHAWIKVEQLKPYHAHKEEMIKINKGKRFQQAVDAVEEFLRRAKGKDQTSSHNSSDDKNRRNSSEERSRPNSGDEKRKLSLSEGKVKKNMGEGKKRVSSGSSERGSKSPLKRAQEQSPRKRGRPPKDEKDLTIPESSTVKGMMAGPMAAFKWQPTASEPVKDADPHFHHFLLSQTEKPAVCYQAITKKLKICEEETGSTSIQAADSTAVNGSITPTDKKIGFLGLGLMGSGIVSNLLKMGHTVTVWNRTA.... (5) The miRNA is hsa-miR-20a-5p with sequence UAAAGUGCUUAUAGUGCAGGUAG. The protein sequence of the target gene is MVDYIVEYDYDAVHDDELTIRVGEIIRNVKKLQEEGWLEGELNGRRGMFPDNFVKEIKRETEPKDDNLPIKRERQGNVASLVQRISTYGLPAGGIQPHPQTKAIKKKTKKRQCKVLFDYSPQNEDELELIVGDVIDVIEEVEEGWWSGTLNNKLGLFPSNFVKELESTEDGETHNAQEESEVPLTGPTSPLPSPGNGSEPAPGSVAQPKKIRGIGFGDIFKEGSVKLRTRTSSSETEEKKTEKPLILQPLGSRTQNVEVTKPDVDGKIKAKEYCRTLFPYTGTNEDELTFREGEIIHLIS.... Result: 0 (no interaction).